From a dataset of Reaction yield outcomes from USPTO patents with 853,638 reactions. Predict the reaction yield, written as a fraction of the theoretical maximum amount of product (1.0 means a 100% yield; for example, 0.34 means a 34% yield). (1) The reactants are [F:1][C:2]([F:7])([F:6])[C:3]([OH:5])=[O:4].[F:8][C:9]([F:14])([F:13])[C:10]([OH:12])=[O:11].FC(F)(F)C(O)=O.[NH:22]1[CH2:25][CH:24]([CH2:26][C:27]([NH:29][C:30]2[CH:31]=[CH:32][C:33]3[NH:34][C:35]4[N:51]=[C:39]([NH:40][C:41]5[CH:42]=[N:43][CH:44]=[C:45]([CH:50]=5)[CH2:46][CH2:47][C:48]=2[CH:49]=3)[N:38]=[CH:37][C:36]=4[Cl:52])=[O:28])[CH2:23]1.[NH:53]1[C:57]([C:58](O)=[O:59])=[CH:56][CH:55]=[N:54]1. No catalyst specified. The product is [F:1][C:2]([F:7])([F:6])[C:3]([OH:5])=[O:4].[F:8][C:9]([F:14])([F:13])[C:10]([OH:12])=[O:11].[Cl:52][C:36]1[CH:37]=[N:38][C:39]2[NH:40][C:41]3[CH:42]=[N:43][CH:44]=[C:45]([CH:50]=3)[CH2:46][CH2:47][C:48]3[CH:49]=[C:33]([NH:34][C:35]=1[N:51]=2)[CH:32]=[CH:31][C:30]=3[NH:29][C:27](=[O:28])[CH2:26][CH:24]1[CH2:23][N:22]([C:58]([C:57]2[NH:53][N:54]=[CH:55][CH:56]=2)=[O:59])[CH2:25]1. The yield is 0.660. (2) The reactants are [CH3:1][C:2]1[CH:3]=[C:4]2[N:9]([CH:10]=1)[N:8]=[CH:7][N:6]=[C:5]2[NH2:11].[Cl-].[CH2:13]=[N+:14]1[CH2:19][CH2:18][O:17][CH2:16][CH2:15]1.[Br:20]N1C(C)(C)C(=O)N(Br)C1=O. The catalyst is CN(C=O)C. The product is [Br:20][C:3]1[C:2]([CH3:1])=[C:10]([CH2:13][N:14]2[CH2:19][CH2:18][O:17][CH2:16][CH2:15]2)[N:9]2[C:4]=1[C:5]([NH2:11])=[N:6][CH:7]=[N:8]2. The yield is 0.390. (3) The reactants are [N+:1]([C:4]1[CH:9]=[CH:8][C:7]([CH2:10][CH2:11][C:12]([NH2:14])=O)=[CH:6][CH:5]=1)([O-:3])=[O:2].COC1C=CC(P2(=S)SP(=S)(C3C=CC(OC)=CC=3)[S:24]2)=CC=1. The catalyst is N1C=CC=CC=1. The product is [N+:1]([C:4]1[CH:9]=[CH:8][C:7]([CH2:10][CH2:11][C:12](=[S:24])[NH2:14])=[CH:6][CH:5]=1)([O-:3])=[O:2]. The yield is 0.730.